From a dataset of Forward reaction prediction with 1.9M reactions from USPTO patents (1976-2016). Predict the product of the given reaction. The product is: [C:3]([C:6]1[N:16]2[C@H:17]([C:27]3[CH:32]=[CH:31][C:30]([Cl:33])=[CH:29][CH:28]=3)[C@@:18]([C:19]3[CH:20]=[CH:21][C:22]([Cl:25])=[CH:23][CH:24]=3)([CH3:40])[N:7]=[C:8]2[S:9][C:10]=1[C:11]([N:37]([CH3:38])[CH3:36])=[O:12])(=[O:5])[CH3:4]. Given the reactants [OH-].[Na+].[C:3]([C:6]1[N:7]2[C@H:18]([C:19]3[CH:24]=[CH:23][C:22]([Cl:25])=[CH:21][CH:20]=3)[C@@:17]([C:27]3[CH:32]=[CH:31][C:30]([Cl:33])=[CH:29][CH:28]=3)(C)[N:16]=[C:8]2[S:9][C:10]=1[C:11](OCC)=[O:12])(=[O:5])[CH3:4].Cl.Cl.[CH3:36][NH:37][CH3:38].Cl.[CH3:40]N(C)CCCN=C=NCC.ON1C2C=CC=CC=2N=N1.C(N(CC)CC)C.C(=O)(O)[O-].[Na+], predict the reaction product.